Task: Predict the reactants needed to synthesize the given product.. Dataset: Full USPTO retrosynthesis dataset with 1.9M reactions from patents (1976-2016) (1) Given the product [CH2:1]([O:3][C:4](=[O:30])[CH:5]([C:18]1[N:19]([C:23]2[C:28]([F:29])=[CH:27][CH:26]=[CH:25][N:24]=2)[N:20]=[CH:21][CH:22]=1)[C:6]1[C:11]([CH2:12][CH2:13][CH3:14])=[C:10]([NH2:15])[N:9]=[CH:8][N:7]=1)[CH3:2], predict the reactants needed to synthesize it. The reactants are: [CH2:1]([O:3][C:4](=[O:30])[CH:5]([C:18]1[N:19]([C:23]2[C:28]([F:29])=[CH:27][CH:26]=[CH:25][N:24]=2)[N:20]=[CH:21][CH:22]=1)[C:6]1[C:11]([CH2:12][CH2:13][CH3:14])=[C:10]([N:15]=[N+]=[N-])[N:9]=[CH:8][N:7]=1)[CH3:2]. (2) The reactants are: Br[C:2]1[S:6][C:5]([C:7]([O:9][CH2:10][CH3:11])=[O:8])=[CH:4][C:3]=1[NH:12][C:13]([O:15][C:16]([CH3:19])([CH3:18])[CH3:17])=[O:14].[CH3:20][Si:21]([C:24]#[CH:25])([CH3:23])[CH3:22].CCN(CC)CC. Given the product [C:16]([O:15][C:13]([NH:12][C:3]1[CH:4]=[C:5]([C:7]([O:9][CH2:10][CH3:11])=[O:8])[S:6][C:2]=1[C:25]#[C:24][Si:21]([CH3:23])([CH3:22])[CH3:20])=[O:14])([CH3:19])([CH3:18])[CH3:17], predict the reactants needed to synthesize it. (3) Given the product [CH3:10][C:11]1[CH:15]=[C:14]([CH3:16])[NH:13][C:12]=1/[CH:17]=[C:18]1\[C:19](=[O:27])[N:20]([CH2:1][N:2]2[CH2:7][CH2:6][N:5]([CH3:8])[CH2:4][CH2:3]2)[C:21]2[C:26]\1=[CH:25][CH:24]=[CH:23][CH:22]=2, predict the reactants needed to synthesize it. The reactants are: [CH3:1][N:2]1[CH2:7][CH2:6][NH:5][CH2:4][CH2:3]1.[CH2:8]=O.[CH3:10][C:11]1[CH:15]=[C:14]([CH3:16])[NH:13][C:12]=1[CH:17]=[C:18]1[C:26]2[C:21](=[CH:22][CH:23]=[CH:24][CH:25]=2)[NH:20][C:19]1=[O:27]. (4) Given the product [I:19][C:10]1[N:9]=[N:8][N:7]([C:1]2[CH:6]=[CH:5][CH:4]=[CH:3][CH:2]=2)[C:11]=1[CH2:12][CH2:13][CH3:14], predict the reactants needed to synthesize it. The reactants are: [C:1]1([N:7]2[C:11]([CH2:12][CH2:13][CH3:14])=[C:10]([Si](C)(C)C)[N:9]=[N:8]2)[CH:6]=[CH:5][CH:4]=[CH:3][CH:2]=1.[I:19]I.